Dataset: Experimentally validated miRNA-target interactions with 360,000+ pairs, plus equal number of negative samples. Task: Binary Classification. Given a miRNA mature sequence and a target amino acid sequence, predict their likelihood of interaction. (1) The miRNA is mmu-miR-139-5p with sequence UCUACAGUGCACGUGUCUCCAG. The protein sequence of the target gene is MVLDAVLARGRTVCKHNGLLILSVLSVIVGCLLGFFLRTQRLSPQEISYFQFPGELLMRMLKMLILPLVVSSLMSGLASLDAKTSSRLGILTVAYYLWTTFLAVVVGIIMVSIIHPGGAAQKETTEQSGKPVMSSADALLDLVRNMFPANLVEATFKQYRTKTTPVIKSPRGAAEEAPRRIVIYGVQEDNGSRVQNFALDLTPPPEIVYKSEPGTSDGMNVLGIVIFSATMGIMLGRMGDSGTPLVSFCQCLNESVMKIVAVAGWYFPFGIVFLIAGKILEMDDPKAVGKKLGFYAVTVV.... Result: 1 (interaction). (2) The miRNA is hsa-miR-4691-5p with sequence GUCCUCCAGGCCAUGAGCUGCGG. The protein sequence of the target gene is MAAAPVAAGSGAGRGRRSAATVAAWGGWGGRPRPGNILLQLRQGQLTGRGLVRAVQFTETFLTERDKQSKWSGIPQLLLKLHTTSHLHSDFVECQNILKEISPLLSMEAMAFVTEERKLTQETTYPNTYIFDLFGGVDLLVEILMRPTISIRGQKLKISDEMSKDCLSILYNTCVCTEGVTKRLAEKNDFVIFLFTLMTSKKTFLQTATLIEDILGVKKEMIRLDEVPNLSSLVSNFDQQQLANFCRILAVTISEMDTGNDDKHTLLAKNAQQKKSLSLGPSAAEINQAALLSIPGFVER.... Result: 1 (interaction). (3) The miRNA is cel-miR-124-3p with sequence UAAGGCACGCGGUGAAUGCCA. The protein sequence of the target gene is MDTSTNLDIGAQLIVEECPSTYSLTGMPDIKIEHPLDPNSEEGSAQGVAMGMKFILPNRFDMNVCSRFVKSLNEEDSKNIQDQVNSDLEVASVLFKAECNIHTSPSPGIQVRHVYTPSTTKHFSPIKQSTTLTNKHRGNEVSTTPLLANSLSVHQLAAQGEMLYLATRIEQENVINHTDEEGFTPLMWAAAHGQIAVVEFLLQNGADPQLLGKGRESALSLACSKGYTDIVKMLLDCGVDVNEYDWNGGTPLLYAVHGNHVKCVKMLLESGADPTIETDSGYNSMDLAVALGYRSVQQVI.... Result: 0 (no interaction). (4) The miRNA is hsa-miR-6883-3p with sequence UUCCCUAUCUCACUCUCCUCAG. The protein sequence of the target gene is MSGAEQQQIVPANNGDENWKAGLNLPAKDRRFKTADVTDTKGVEFEDFCLGRDLLMGIFEKGWEKPSPIQEASIGVALTGQDILARAKNGTGKTGAYCIPVIEKIQPALKAIQAMVIVPTRELALQTSQICVELSKHIQLKVMVTTGGTDLRDDIMRLNGTVHLVIATPGRILDLMEKGVAKMEHCKTLVLDEADKLLSQDFQGILDRLINFLPKERQVMLYSATFPNTVTSFMQKHMHKPYEINLMEELTLLGVTQYYAFVQEKQKVHCLNTLFRKLQINQSIIFCNSTQRVELLAKKI.... Result: 0 (no interaction). (5) The miRNA is mmu-miR-5121 with sequence AGCUUGUGAUGAGACAUCUCC. The protein sequence of the target gene is MAASFPPTLGLSSAPDEIQHPHIKFSEWKFKLFRVRSFEKTPEEAQKEKKDSFEGKPSLEQSPAVLDKADGQKPVPTQPLLKAHPKFSKKFHDNEKARGKAIHQANLRHLCRICGNSFRADEHNRRYPVHGPVDGKTLGLLRKKEKRATSWPDLIAKVFRIDVKADVDSIHPTEFCHNCWSIMHRKFSSAPCEVYFPRNVTMEWHPHTPSCDICNTARRGLKRKSLQPNLQLSKKLKTVLDQARQARQHKRRAQARISSKDVMKKIANCSKIHLSTKLLAVDFPEHFVKSISCQICEHIL.... Result: 0 (no interaction). (6) The miRNA is hsa-miR-4483 with sequence GGGGUGGUCUGUUGUUG. The protein sequence of the target gene is MSGRGKQGGKARAKAKTRSSRAGLQFPVGRVHRLLRKGNYSERVGAGAPVYLAAVLEYLTAEILELAGNAARDNKKTRIIPRHLQLAIRNDEELNKLLGKVTIAQGGVLPNIQAVLLPKKTESHHKAKGK. Result: 1 (interaction). (7) The miRNA is mmu-miR-3059-5p with sequence UUUCCUCUCUGCCCCAUAGGGU. The protein sequence of the target gene is MGPNDHGFAYILIFLLLSPPTHANRDANRLFEDLIADYNKLVRPVSENGETLVVTFKLKLSQLLDVHEKNQIMTTNVWLQHSWMDYKLRWDPVEYGGVEVLYVPSDTIWLPDVVLYNNADGNYQVTIMTKAKLTYNGTVEWAPPAIYKSMCQIDVEFFPFDRQQCEMKFGSWTYGGLEVDLQHRDKHLEKEIEEDVEGVDGPTKEIVWVVDRGIDLSDYYPSVEWDILNVPGKRHSKRYPCCESPFIDITYEIHLRRKTLFYTVNLIFPSVGISFLTALVFYLPSDGGEKISLCISILIS.... Result: 0 (no interaction). (8) The miRNA is rno-miR-383-5p with sequence CAGAUCAGAAGGUGACUGUGG. The protein sequence of the target gene is MIRNGRGAAGGAEQPGPGGRRAVRVWCDGCYDMVHYGHSNQLRQARAMGDYLIVGVHTDEEIAKHKGPPVFTQEERYKMVQAIKWVDEVVPAAPYVTTLETLDKYNCDFCVHGNDITLTVDGRDTYEEVKQAGRYRECKRTQGVSTTDLVGRMLLVTKAHHSSQEMSSEYREYADSFGKCPGGRNPWTGVSQFLQTSQKIIQFASGKEPQPGETVIYVAGAFDLFHIGHVDFLEKVHRLAERPYIIAGLHFDQEVNHYKGKNYPIMNLHERTLSVLACRYVSEVVIGAPYAVTAELLSHF.... Result: 0 (no interaction). (9) The miRNA is rno-miR-10b-5p with sequence CCCUGUAGAACCGAAUUUGUGU. The protein sequence of the target gene is MRRAGAACSAMDRLRLLLLLLLLLGVSFGGAKETCSTGMYTHSGECCKACNLGEGVAQPCGANQTVCEPCLDSVTFSDVVSATEPCKPCTECLGLQSMSAPCVEADDAVCRCSYGYYQDEETGRCEACSVCGVGSGLVFSCQDKQNTVCEECPEGTYSDEANHVDPCLPCTVCEDTERQLRECTPWADAECEEIPGRWITRSTPPEGSDVTTPSTQEPEAPPERDLIASTVADTVTTVMGSSQPVVTRGTADNLIPVYCSILAAVVVGLVAYIAFKRWNSCKQNKQGANSRPVNQTPPPE.... Result: 0 (no interaction). (10) The miRNA is hsa-miR-1185-1-3p with sequence AUAUACAGGGGGAGACUCUUAU. The protein sequence of the target gene is MEAIWLYQFRLIVIGDSTVGKSCLIRRFTEGRFAQVSDPTVGVDFFSRLVEIEPGKRIKLQIWDTAGQERFRSITRAYYRNSVGGLLLFDITNRRSFQNVHEWLEETKVHVQPYQIVFVLVGHKCDLDTQRQVTRHEAEKLAAAYGMKYIETSARDAINVEKAFTDLTRDIYELVKRGEITIQEGWEGVKSGFVPNVVHSSEEVVKSERRCLC. Result: 1 (interaction).